From a dataset of M1 muscarinic receptor antagonist screen with 61,756 compounds. Binary Classification. Given a drug SMILES string, predict its activity (active/inactive) in a high-throughput screening assay against a specified biological target. (1) The molecule is s1c2c(nc1SCC(OC)=O)ccc(NC(=O)C)c2. The result is 0 (inactive). (2) The drug is S1C(Cc2nc(SCC)n(c(=O)c12)Cc1ccccc1)C. The result is 1 (active). (3) The molecule is s1c(nn2c(nnc12)c1cc(OC)ccc1)c1ccc(cc1)C. The result is 0 (inactive). (4) The compound is o1c(COc2c(OC)cccc2)ccc1C(=O)NCc1occc1. The result is 0 (inactive).